Dataset: Catalyst prediction with 721,799 reactions and 888 catalyst types from USPTO. Task: Predict which catalyst facilitates the given reaction. (1) Reactant: [CH2:1]([O:8][C:9]1[CH:10]=[C:11]([CH:24]=[CH:25][C:26]=1[O:27][CH2:28][C:29]1[CH:34]=[CH:33][CH:32]=[CH:31][CH:30]=1)[C:12]1[O:13][C:14]2[C:19]([C:20](=[O:22])[CH:21]=1)=[CH:18][C:17]([OH:23])=[CH:16][CH:15]=2)[C:2]1[CH:7]=[CH:6][CH:5]=[CH:4][CH:3]=1.[H-].[Na+].[CH2:37]([CH:39]1[O:41][CH2:40]1)Cl. Product: [CH2:1]([O:8][C:9]1[CH:10]=[C:11]([CH:24]=[CH:25][C:26]=1[O:27][CH2:28][C:29]1[CH:34]=[CH:33][CH:32]=[CH:31][CH:30]=1)[C:12]1[O:13][C:14]2[C:19]([C:20](=[O:22])[CH:21]=1)=[CH:18][C:17]([O:23][CH2:37][CH:39]1[O:41][CH2:40]1)=[CH:16][CH:15]=2)[C:2]1[CH:3]=[CH:4][CH:5]=[CH:6][CH:7]=1. The catalyst class is: 9. (2) Reactant: [BH-](OC(C)=O)(OC(C)=O)OC(C)=O.[Na+].[NH:15]1[CH2:19][CH2:18][CH2:17][CH2:16]1.[CH3:20][O:21][C:22]1[C:29]([OH:30])=[CH:28][C:25]([CH:26]=O)=[CH:24][CH:23]=1.Cl. Product: [CH3:20][O:21][C:22]1[CH:23]=[CH:24][C:25]([CH2:26][N:15]2[CH2:19][CH2:18][CH2:17][CH2:16]2)=[CH:28][C:29]=1[OH:30]. The catalyst class is: 2. (3) Reactant: [OH:1][C:2]1[CH:3]=[CH:4][C:5]([N+:10]([O-:12])=[O:11])=[C:6]([CH:9]=1)[CH:7]=O.[NH2:13][CH:14]1[CH2:19][CH2:18][N:17]([CH2:20][C:21]2[CH:26]=[CH:25][CH:24]=[CH:23][CH:22]=2)[CH2:16][CH2:15]1.[BH4-].[Na+].[Cl-].[NH4+]. Product: [CH2:20]([N:17]1[CH2:18][CH2:19][CH:14]([NH:13][CH2:7][C:6]2[CH:9]=[C:2]([OH:1])[CH:3]=[CH:4][C:5]=2[N+:10]([O-:12])=[O:11])[CH2:15][CH2:16]1)[C:21]1[CH:22]=[CH:23][CH:24]=[CH:25][CH:26]=1. The catalyst class is: 8. (4) Reactant: [C:9](O[C:9]([O:11][C:12]([CH3:15])([CH3:14])[CH3:13])=[O:10])([O:11][C:12]([CH3:15])([CH3:14])[CH3:13])=[O:10].[NH2:16][CH:17]([C:20]1[CH:30]=[CH:29][C:23]([C:24]([O:26][CH2:27][CH3:28])=[O:25])=[CH:22][CH:21]=1)[CH2:18][F:19].C(N(CC)CC)C. Product: [C:12]([O:11][C:9]([NH:16][CH:17]([C:20]1[CH:30]=[CH:29][C:23]([C:24]([O:26][CH2:27][CH3:28])=[O:25])=[CH:22][CH:21]=1)[CH2:18][F:19])=[O:10])([CH3:13])([CH3:14])[CH3:15]. The catalyst class is: 4. (5) Reactant: Br[C:2]1[N:3]([CH:17]2[CH2:22][CH2:21][CH2:20][CH2:19][O:18]2)[C:4]2[C:9]([N:10]=1)=[C:8]([NH:11][C:12]([CH3:15])([CH3:14])[CH3:13])[N:7]=[C:6]([Cl:16])[N:5]=2.[CH:23]1(B(O)O)[CH2:25][CH2:24]1.[O-]P([O-])([O-])=O.[K+].[K+].[K+].C(Cl)Cl. Product: [C:12]([NH:11][C:8]1[N:7]=[C:6]([Cl:16])[N:5]=[C:4]2[C:9]=1[N:10]=[C:2]([CH:23]1[CH2:25][CH2:24]1)[N:3]2[CH:17]1[CH2:22][CH2:21][CH2:20][CH2:19][O:18]1)([CH3:15])([CH3:14])[CH3:13]. The catalyst class is: 155. (6) Reactant: [Br:1][C:2]1[CH:3]=[C:4]([CH:9]=[N:10]O)[C:5]([F:8])=[N:6][CH:7]=1.COC(C#CC(OC)=O)=O. Product: [Br:1][C:2]1[CH:7]=[N:6][C:5]([F:8])=[C:4]([CH:3]=1)[C:9]#[N:10]. The catalyst class is: 23. (7) Reactant: [N+:1]([C:4]1[CH:9]=[CH:8][C:7]([N:10]2[CH:18]=[N:17][C:16]3[C:11]2=[N:12][CH:13]=[N:14][C:15]=3[NH2:19])=[CH:6][CH:5]=1)([O-])=O.[H][H]. Product: [NH2:1][C:4]1[CH:9]=[CH:8][C:7]([N:10]2[CH:18]=[N:17][C:16]3[C:11]2=[N:12][CH:13]=[N:14][C:15]=3[NH2:19])=[CH:6][CH:5]=1. The catalyst class is: 129. (8) Reactant: [CH:1]1([N:4]([CH2:30][C:31]2[CH:36]=[CH:35][CH:34]=[C:33](Cl)[C:32]=2[Cl:38])[C:5]([C@@H:7]2[C@:12]([C:15]3[CH:20]=[CH:19][C:18]([F:21])=[C:17]([F:22])[CH:16]=3)([O:13][CH3:14])[CH2:11][CH2:10][N:9](C(OC(C)(C)C)=O)[CH2:8]2)=[O:6])[CH2:3][CH2:2]1.Cl. Product: [Cl:38][C:32]1[CH:33]=[CH:34][C:35]([CH2:11][CH2:12][O:13][CH3:14])=[CH:36][C:31]=1[CH2:30][N:4]([CH:1]1[CH2:2][CH2:3]1)[C:5]([CH:7]1[C:12]([C:15]2[CH:20]=[CH:19][C:18]([F:21])=[C:17]([F:22])[CH:16]=2)([O:13][CH3:14])[CH2:11][CH2:10][NH:9][CH2:8]1)=[O:6]. The catalyst class is: 4.